Dataset: Catalyst prediction with 721,799 reactions and 888 catalyst types from USPTO. Task: Predict which catalyst facilitates the given reaction. (1) Reactant: Cl[C:2]1[C:3]2[C:4](=[CH:13][N:14](CC3C=CC(OC)=CC=3)[N:15]=2)[N:5]=[C:6]([C:8]2[S:9][CH:10]=[CH:11][CH:12]=2)[N:7]=1.[CH3:25][S:26]([C:29]1[CH:30]=[C:31]([CH:33]=[CH:34][CH:35]=1)[NH2:32])(=[O:28])=[O:27].Cl. Product: [CH3:25][S:26]([C:29]1[CH:30]=[C:31]([NH:32][C:2]2[C:3]3[NH:15][N:14]=[CH:13][C:4]=3[N:5]=[C:6]([C:8]3[S:9][CH:10]=[CH:11][CH:12]=3)[N:7]=2)[CH:33]=[CH:34][CH:35]=1)(=[O:27])=[O:28]. The catalyst class is: 71. (2) Reactant: [CH3:1][O:2][C:3]1[CH:4]=[C:5]([N:11]2[CH2:16][C:15]3[CH:17]=[N:18][C:19]4[N:23](S(C5C=CC=CC=5)(=O)=O)[CH:22]=[CH:21][C:20]=4[C:14]=3[N:13]([CH3:33])[C:12]2=[O:34])[CH:6]=[C:7]([O:9][CH3:10])[CH:8]=1.C(#N)C.S(Cl)([Cl:41])(=O)=O. Product: [Cl:41][C:4]1[C:3]([O:2][CH3:1])=[CH:8][C:7]([O:9][CH3:10])=[CH:6][C:5]=1[N:11]1[CH2:16][C:15]2[CH:17]=[N:18][C:19]3[NH:23][CH:22]=[CH:21][C:20]=3[C:14]=2[N:13]([CH3:33])[C:12]1=[O:34]. The catalyst class is: 4. (3) Reactant: CC1C=CC(S(O[CH2:12][CH2:13][O:14][CH2:15][CH2:16][C:17]2[CH:22]=[CH:21][CH:20]=[CH:19][CH:18]=2)(=O)=O)=CC=1.Cl.[C:24]([C:26]1([CH3:32])[CH2:31][CH2:30][NH:29][CH2:28][CH2:27]1)#[N:25].C(N(CC)CC)C. Product: [CH3:32][C:26]1([C:24]#[N:25])[CH2:31][CH2:30][N:29]([CH2:12][CH2:13][O:14][CH2:15][CH2:16][C:17]2[CH:18]=[CH:19][CH:20]=[CH:21][CH:22]=2)[CH2:28][CH2:27]1. The catalyst class is: 37. (4) Reactant: [F:1][C:2]1[C:7]([F:8])=[CH:6][CH:5]=[CH:4][C:3]=1[NH:9][C:10]([C:13]1[C:21]2[C:16](=[N:17][CH:18]=[CH:19][CH:20]=2)[NH:15][CH:14]=1)=[N:11][NH2:12].[N:22]([O-])=O.[Na+].[OH-].[Na+]. Product: [F:1][C:2]1[C:7]([F:8])=[CH:6][CH:5]=[CH:4][C:3]=1[N:9]1[C:10]([C:13]2[C:21]3[C:16](=[N:17][CH:18]=[CH:19][CH:20]=3)[NH:15][CH:14]=2)=[N:11][N:12]=[N:22]1. The catalyst class is: 126. (5) Reactant: [CH2:1]([O:3][C:4]1[CH:21]=[CH:20][C:7]2[CH:8]3[CH2:14][CH2:13][CH:12]([CH:15]=[CH:16][CH2:17][CH2:18][CH3:19])[CH2:11][CH:9]3[O:10][C:6]=2[C:5]=1[F:22])[CH3:2].[H][H]. Product: [CH2:1]([O:3][C:4]1[CH:21]=[CH:20][C:7]2[CH:8]3[CH2:14][CH2:13][CH:12]([CH2:15][CH2:16][CH2:17][CH2:18][CH3:19])[CH2:11][CH:9]3[O:10][C:6]=2[C:5]=1[F:22])[CH3:2]. The catalyst class is: 123. (6) Reactant: Br[C:2]1[CH:7]=[CH:6][CH:5]=[C:4]([C:8]([F:11])([F:10])[F:9])[N:3]=1.[CH:12]1([C:15]2[N:16]=[CH:17][C:18]([O:21][CH:22]3[CH2:31][N:25]4[CH2:26][CH2:27][NH:28][C:29](=[O:30])[CH:24]4[CH2:23]3)=[N:19][CH:20]=2)[CH2:14][CH2:13]1.C1(P(C2C=CC=CC=2)C2C3OC4C(=CC=CC=4P(C4C=CC=CC=4)C4C=CC=CC=4)C(C)(C)C=3C=CC=2)C=CC=CC=1.C(=O)([O-])[O-].[Cs+].[Cs+]. Product: [CH:12]1([C:15]2[N:16]=[CH:17][C:18]([O:21][C@H:22]3[CH2:31][N:25]4[CH2:26][CH2:27][N:28]([C:2]5[CH:7]=[CH:6][CH:5]=[C:4]([C:8]([F:11])([F:10])[F:9])[N:3]=5)[C:29](=[O:30])[C@@H:24]4[CH2:23]3)=[N:19][CH:20]=2)[CH2:14][CH2:13]1. The catalyst class is: 167. (7) Reactant: [S:1]1[CH:5]=[CH:4][CH:3]=[C:2]1[CH2:6][C:7]([OH:9])=[O:8].[OH-].[Na+].[CH:12]([O:14][CH2:15][CH2:16]Cl)=[CH2:13].O. Product: [CH:12]([O:14][CH2:15][CH2:16][O:8][C:7]([CH2:6][C:2]1[S:1][CH:5]=[CH:4][CH:3]=1)=[O:9])=[CH2:13]. The catalyst class is: 675. (8) Reactant: [Cl:1][C:2]1[CH:7]=[C:6]2[NH:8][C:9](=[O:41])[C:10]3([CH:15]([C:16]4[CH:21]=[C:20]([Cl:22])[C:19]([F:23])=[CH:18][C:17]=4[O:24][C:25]([C:28]([O:30][CH3:31])=[O:29])([CH3:27])[CH3:26])[CH2:14][C:13](=O)[NH:12][CH:11]3[C:33]3[CH:38]=[C:37]([F:39])[CH:36]=[CH:35][C:34]=3[CH3:40])[C:5]2=[CH:4][CH:3]=1.P12(SP3(SP(SP(S3)(S1)=S)(=S)S2)=S)=[S:43]. Product: [Cl:1][C:2]1[CH:7]=[C:6]2[NH:8][C:9](=[O:41])[C:10]3([CH:15]([C:16]4[CH:21]=[C:20]([Cl:22])[C:19]([F:23])=[CH:18][C:17]=4[O:24][C:25]([C:28]([O:30][CH3:31])=[O:29])([CH3:27])[CH3:26])[CH2:14][C:13](=[S:43])[NH:12][CH:11]3[C:33]3[CH:38]=[C:37]([F:39])[CH:36]=[CH:35][C:34]=3[CH3:40])[C:5]2=[CH:4][CH:3]=1. The catalyst class is: 182. (9) Reactant: [CH:1]1([CH2:6][CH:7]([C:11]2[CH:16]=[CH:15][C:14]([S:17]([CH2:20][O:21][CH2:22][CH3:23])(=[O:19])=[O:18])=[CH:13][CH:12]=2)[C:8]([OH:10])=O)[CH2:5][CH2:4][CH2:3][CH2:2]1.C1C=CC2N(O)N=NC=2C=1.CCN=C=NCCCN(C)C.Cl.Cl.[CH3:47][O:48][C:49]1[N:54]=[C:53]2[S:55][C:56]([NH2:58])=[N:57][C:52]2=[CH:51][CH:50]=1.CCN(C(C)C)C(C)C.C(=O)(O)[O-].[Na+]. Product: [CH:1]1([CH2:6][CH:7]([C:11]2[CH:16]=[CH:15][C:14]([S:17]([CH2:20][O:21][CH2:22][CH3:23])(=[O:18])=[O:19])=[CH:13][CH:12]=2)[C:8]([NH:58][C:56]2[S:55][C:53]3[C:52]([N:57]=2)=[CH:51][CH:50]=[C:49]([O:48][CH3:47])[N:54]=3)=[O:10])[CH2:2][CH2:3][CH2:4][CH2:5]1. The catalyst class is: 2.